Dataset: Reaction yield outcomes from USPTO patents with 853,638 reactions. Task: Predict the reaction yield, written as a fraction of the theoretical maximum amount of product (1.0 means a 100% yield; for example, 0.34 means a 34% yield). The yield is 0.840. The catalyst is ClCCl. The reactants are [F:1][C:2]([F:19])([F:18])[CH:3]([CH:12]1[CH2:17][CH2:16][NH:15][CH2:14][CH2:13]1)[O:4][Si:5]([CH2:10][CH3:11])([CH2:8][CH3:9])[CH2:6][CH3:7].C(N(CC)CC)C.[CH:27]1([C:30](Cl)=[O:31])[CH2:29][CH2:28]1.C(=O)(O)[O-].[Na+]. The product is [CH:27]1([C:30]([N:15]2[CH2:16][CH2:17][CH:12]([CH:3]([O:4][Si:5]([CH2:8][CH3:9])([CH2:6][CH3:7])[CH2:10][CH3:11])[C:2]([F:18])([F:1])[F:19])[CH2:13][CH2:14]2)=[O:31])[CH2:29][CH2:28]1.